This data is from NCI-60 drug combinations with 297,098 pairs across 59 cell lines. The task is: Regression. Given two drug SMILES strings and cell line genomic features, predict the synergy score measuring deviation from expected non-interaction effect. Cell line: CCRF-CEM. Synergy scores: CSS=73.8, Synergy_ZIP=11.2, Synergy_Bliss=9.52, Synergy_Loewe=-15.3, Synergy_HSA=8.42. Drug 1: CC1=C2C(C(=O)C3(C(CC4C(C3C(C(C2(C)C)(CC1OC(=O)C(C(C5=CC=CC=C5)NC(=O)OC(C)(C)C)O)O)OC(=O)C6=CC=CC=C6)(CO4)OC(=O)C)OC)C)OC. Drug 2: CC1=C(C=C(C=C1)NC(=O)C2=CC=C(C=C2)CN3CCN(CC3)C)NC4=NC=CC(=N4)C5=CN=CC=C5.